From a dataset of Reaction yield outcomes from USPTO patents with 853,638 reactions. Predict the reaction yield, written as a fraction of the theoretical maximum amount of product (1.0 means a 100% yield; for example, 0.34 means a 34% yield). (1) The reactants are [I:1][C:2]1[CH:10]=[CH:9][C:5]([C:6]([OH:8])=[O:7])=[C:4]([Br:11])[CH:3]=1.S(=O)(=O)(O)O.[CH2:17](O)[CH3:18]. No catalyst specified. The product is [Br:11][C:4]1[CH:3]=[C:2]([I:1])[CH:10]=[CH:9][C:5]=1[C:6]([O:8][CH2:17][CH3:18])=[O:7]. The yield is 0.920. (2) The catalyst is C(OCC)(=O)C. The reactants are [Cl:1][C:2]1[C:34]([O:35][C:36]([C:39]#[N:40])([CH3:38])[CH3:37])=[CH:33][CH:32]=[CH:31][C:3]=1[C:4]([NH:6][C:7]1[CH:12]=[C:11]([N:13]([C:15]2[N:20]=[C:19]3[S:21][C:22]([NH:24][C:25]([CH:27]4[CH2:29][CH2:28]4)=[O:26])=[N:23][C:18]3=[CH:17][CH:16]=2)[CH3:14])[CH:10]=[CH:9][C:8]=1[F:30])=[O:5].[C:41]1([S:47]([OH:50])(=[O:49])=[O:48])[CH:46]=[CH:45][CH:44]=[CH:43][CH:42]=1.O1CCCC1.CCCCCCC. The product is [C:41]1([S:47]([OH:50])(=[O:49])=[O:48])[CH:46]=[CH:45][CH:44]=[CH:43][CH:42]=1.[Cl:1][C:2]1[C:34]([O:35][C:36]([C:39]#[N:40])([CH3:38])[CH3:37])=[CH:33][CH:32]=[CH:31][C:3]=1[C:4]([NH:6][C:7]1[CH:12]=[C:11]([N:13]([C:15]2[N:20]=[C:19]3[S:21][C:22]([NH:24][C:25]([CH:27]4[CH2:29][CH2:28]4)=[O:26])=[N:23][C:18]3=[CH:17][CH:16]=2)[CH3:14])[CH:10]=[CH:9][C:8]=1[F:30])=[O:5]. The yield is 0.800.